Task: Predict the product of the given reaction.. Dataset: Forward reaction prediction with 1.9M reactions from USPTO patents (1976-2016) Given the reactants [F:1][C:2]([F:12])([F:11])[C:3]1[NH:8][C:7](=[O:9])[NH:6][C:5](=[O:10])[CH:4]=1.S(=O)(=O)(O)O.[F:18][C:19](I)([F:21])[F:20].OO, predict the reaction product. The product is: [F:18][C:19]([F:21])([F:20])[C:4]1[C:5](=[O:10])[NH:6][C:7](=[O:9])[NH:8][C:3]=1[C:2]([F:1])([F:11])[F:12].